Dataset: Catalyst prediction with 721,799 reactions and 888 catalyst types from USPTO. Task: Predict which catalyst facilitates the given reaction. (1) Reactant: [CH2:1]([NH:3][C:4]([NH:6][C:7]1[CH:12]=[C:11]([C:13]2[CH:14]=[N:15][C:16]([F:19])=[CH:17][CH:18]=2)[CH:10]=[CH:9][N:8]=1)=[O:5])[CH3:2].[Br:20]NC(=O)CCC(N)=O. Product: [Br:20][C:10]1[C:11]([C:13]2[CH:14]=[N:15][C:16]([F:19])=[CH:17][CH:18]=2)=[CH:12][C:7]([NH:6][C:4]([NH:3][CH2:1][CH3:2])=[O:5])=[N:8][CH:9]=1. The catalyst class is: 3. (2) Reactant: [CH2:1]([N:3]1[CH:7]=[C:6]([C:8]2[CH:13]=[CH:12][N:11]=[CH:10][CH:9]=2)[C:5]([C:14]2[C:15]([F:39])=[C:16]([N:21](COCCOC)[S:22]([C:25]3[CH:30]=[C:29]([F:31])[CH:28]=[CH:27][C:26]=3[F:32])(=[O:24])=[O:23])[CH:17]=[CH:18][C:19]=2[F:20])=[N:4]1)[CH3:2].C1C=C(Cl)C=C(C(OO)=O)C=1.C([NH2:55])(C)(C)C.FC(F)(F)C(O)=O. Product: [NH2:55][C:12]1[CH:13]=[C:8]([C:6]2[C:5]([C:14]3[C:15]([F:39])=[C:16]([NH:21][S:22]([C:25]4[CH:30]=[C:29]([F:31])[CH:28]=[CH:27][C:26]=4[F:32])(=[O:24])=[O:23])[CH:17]=[CH:18][C:19]=3[F:20])=[N:4][N:3]([CH2:1][CH3:2])[CH:7]=2)[CH:9]=[CH:10][N:11]=1. The catalyst class is: 2. (3) Reactant: [OH:1][C:2]1[CH:7]=[CH:6][C:5]([C:8](=[O:10])[CH3:9])=[C:4]([CH3:11])[CH:3]=1.Br[CH2:13][CH2:14][CH2:15][Cl:16].C(=O)([O-])[O-].[K+].[K+]. Product: [CH3:11][C:4]1[CH:3]=[C:2]([O:1][CH2:13][CH2:14][CH2:15][Cl:16])[CH:7]=[CH:6][C:5]=1[C:8](=[O:10])[CH3:9]. The catalyst class is: 21. (4) Reactant: Br[C:2]1[C:10]2[C:9]([NH:11][C@H:12]([C:14]3[N:19]([C:20]4[CH:25]=[CH:24][CH:23]=[CH:22][CH:21]=4)[C:18](=[O:26])[C:17]4=[C:27]([CH3:30])[CH:28]=[CH:29][N:16]4[N:15]=3)[CH3:13])=[N:8][CH:7]=[N:6][C:5]=2[N:4]([CH2:31][O:32][CH2:33][CH2:34][Si:35]([CH3:38])([CH3:37])[CH3:36])[CH:3]=1.[OH:39][C:40]1[CH:45]=[CH:44][C:43](B(O)O)=[CH:42][CH:41]=1.C(=O)([O-])[O-].[Na+].[Na+]. Product: [OH:39][C:40]1[CH:45]=[CH:44][C:43]([C:2]2[C:10]3[C:9]([NH:11][C@H:12]([C:14]4[N:19]([C:20]5[CH:25]=[CH:24][CH:23]=[CH:22][CH:21]=5)[C:18](=[O:26])[C:17]5=[C:27]([CH3:30])[CH:28]=[CH:29][N:16]5[N:15]=4)[CH3:13])=[N:8][CH:7]=[N:6][C:5]=3[N:4]([CH2:31][O:32][CH2:33][CH2:34][Si:35]([CH3:38])([CH3:37])[CH3:36])[CH:3]=2)=[CH:42][CH:41]=1. The catalyst class is: 235. (5) Reactant: [CH3:1][C:2]1[N:3]([CH2:20][C:21]2[C:30]3[C:25](=[CH:26][CH:27]=[CH:28][CH:29]=3)[CH:24]=[CH:23][CH:22]=2)[C:4]2[CH:10]=[C:9]([N:11]3[CH2:16][CH2:15][O:14][CH2:13][CH2:12]3)[CH:8]=[C:7]([N+:17]([O-])=O)[C:5]=2[N:6]=1.C([O-])([O-])=O.[Na+].[Na+]. Product: [CH3:1][C:2]1[N:3]([CH2:20][C:21]2[C:30]3[C:25](=[CH:26][CH:27]=[CH:28][CH:29]=3)[CH:24]=[CH:23][CH:22]=2)[C:4]2[CH:10]=[C:9]([N:11]3[CH2:16][CH2:15][O:14][CH2:13][CH2:12]3)[CH:8]=[C:7]([NH2:17])[C:5]=2[N:6]=1. The catalyst class is: 5. (6) Reactant: [CH3:1][C@H:2]1[C@@H:7]2[CH2:8][CH2:9][C:10]([CH3:12])=[CH:11][C@@H:6]2[C@H:5]([C:13]([C:15](O)=[O:16])=[CH2:14])[CH2:4][CH2:3]1.[N+](=C)=[N-]. Product: [CH3:1][C@H:2]1[C@@H:7]2[CH2:8][CH2:9][C:10]([CH3:12])=[CH:11][C@@H:6]2[C@H:5]([C:13]([CH2:15][OH:16])=[CH2:14])[CH2:4][CH2:3]1. The catalyst class is: 28.